From a dataset of Reaction yield outcomes from USPTO patents with 853,638 reactions. Predict the reaction yield, written as a fraction of the theoretical maximum amount of product (1.0 means a 100% yield; for example, 0.34 means a 34% yield). (1) The reactants are F[C:2]1[C:7]([I:8])=[CH:6][CH:5]=[CH:4][N:3]=1.[NH:9]1[CH2:13][CH2:12][CH2:11][CH2:10]1.O. The catalyst is CN(C=O)C. The product is [I:8][C:7]1[C:2]([N:9]2[CH2:13][CH2:12][CH2:11][CH2:10]2)=[N:3][CH:4]=[CH:5][CH:6]=1. The yield is 0.980. (2) The reactants are [F:1][C:2]([F:23])([F:22])[C:3]1[CH:8]=[CH:7][C:6]([C:9]2[N:14]=[C:13]([C:15]3[CH:20]=[CH:19][C:18]([NH2:21])=[CH:17][CH:16]=3)[CH:12]=[CH:11][N:10]=2)=[CH:5][CH:4]=1.C[Si](C)(C)[N-][Si](C)(C)C.[K+].[CH3:34][O:35][CH:36]1[CH:41]([O:42][CH3:43])[CH:40]([O:44][CH3:45])[CH:39]([CH3:46])[O:38][CH:37]1[O:47][C:48](=O)[O:49]C1C=CC([N+]([O-])=O)=CC=1.C(=O)(O)[O-].[Na+]. The catalyst is C1(C)C=CC=CC=1. The product is [CH3:34][O:35][C@@H:36]1[C@H:41]([O:42][CH3:43])[C@@H:40]([O:44][CH3:45])[C@H:39]([CH3:46])[O:38][C@H:37]1[O:47][C:48](=[O:49])[NH:21][C:18]1[CH:19]=[CH:20][C:15]([C:13]2[CH:12]=[CH:11][N:10]=[C:9]([C:6]3[CH:5]=[CH:4][C:3]([C:2]([F:1])([F:22])[F:23])=[CH:8][CH:7]=3)[N:14]=2)=[CH:16][CH:17]=1. The yield is 0.290. (3) The reactants are [N+:1]([C:4]1[N:5]=[CH:6][N:7]([CH:9]2[CH2:12][O:11][CH2:10]2)[CH:8]=1)([O-])=O. The catalyst is [Pd].CO. The product is [O:11]1[CH2:12][CH:9]([N:7]2[CH:8]=[C:4]([NH2:1])[N:5]=[CH:6]2)[CH2:10]1. The yield is 0.850. (4) The reactants are C(=O)([O-])[O-].[Cs+].[Cs+].Cl.Cl[CH2:9][C:10]1[CH:15]=[CH:14][N:13]=[CH:12][CH:11]=1.[OH:16][C:17]1[CH:41]=[CH:40][C:20]([C:21]([NH:23][CH2:24][C@H:25]([N:30]2[CH2:35][CH2:34][N:33]([S:36]([CH3:39])(=[O:38])=[O:37])[CH2:32][CH2:31]2)[C:26]([O:28][CH3:29])=[O:27])=[O:22])=[CH:19][CH:18]=1. The catalyst is CN(C)C=O. The product is [CH3:39][S:36]([N:33]1[CH2:32][CH2:31][N:30]([C@@H:25]([CH2:24][NH:23][C:21](=[O:22])[C:20]2[CH:19]=[CH:18][C:17]([O:16][CH2:9][C:10]3[CH:15]=[CH:14][N:13]=[CH:12][CH:11]=3)=[CH:41][CH:40]=2)[C:26]([O:28][CH3:29])=[O:27])[CH2:35][CH2:34]1)(=[O:37])=[O:38]. The yield is 0.620. (5) The reactants are [Cl:1][C:2]1[CH:3]=[C:4]([C:8]([CH3:12])([CH3:11])[CH:9]=[O:10])[CH:5]=[CH:6][CH:7]=1.[CH3:13][Mg+].[Br-]. The catalyst is C1COCC1. The product is [Cl:1][C:2]1[CH:3]=[C:4]([C:8]([CH3:12])([CH3:11])[CH:9]([OH:10])[CH3:13])[CH:5]=[CH:6][CH:7]=1. The yield is 0.780. (6) The reactants are [N+:1]([CH2:4][C:5]([O:7]CC)=O)([O-:3])=[O:2].[CH3:10][C:11](=O)[CH2:12][C:13](=O)[CH3:14].[N:17]1C=CC=CC=1.C(O)(=O)C. The catalyst is [OH-].[NH4+]. The product is [CH3:10][C:11]1[CH:12]=[C:13]([CH3:14])[NH:17][C:5](=[O:7])[C:4]=1[N+:1]([O-:3])=[O:2]. The yield is 0.350. (7) The reactants are [C:1](=[O:19])([O:17][CH3:18])[O:2][C:3]1[C:8]([N+:9]([O-])=O)=[CH:7][C:6]([F:12])=[CH:5][C:4]=1[C:13]([CH3:16])([CH3:15])[CH3:14].C([O-])=O.[NH4+]. The yield is 0.270. The product is [C:1](=[O:19])([O:17][CH3:18])[O:2][C:3]1[C:8]([NH2:9])=[CH:7][C:6]([F:12])=[CH:5][C:4]=1[C:13]([CH3:14])([CH3:15])[CH3:16]. The catalyst is CCO.[Pd]. (8) The product is [OH:13][C:7]1[CH:6]=[C:5]2[C:10]([C:11]([CH3:12])=[C:2]([C:28]3[CH:27]=[CH:26][C:25]([C:23]([N:20]4[CH2:21][CH2:22][N:17]([CH3:16])[CH2:18][CH2:19]4)=[O:24])=[CH:30][CH:29]=3)[C:3](=[O:14])[O:4]2)=[CH:9][CH:8]=1. The catalyst is CC([O-])=O.CC([O-])=O.[Pd+2].COC1C=CC=C(OC)C=1C1C=CC=CC=1P(C1CCCCC1)C1CCCCC1.O. The reactants are Br[C:2]1[C:3](=[O:14])[O:4][C:5]2[C:10]([C:11]=1[CH3:12])=[CH:9][CH:8]=[C:7]([OH:13])[CH:6]=2.Cl.[CH3:16][N:17]1[CH2:22][CH2:21][N:20]([C:23]([C:25]2[CH:30]=[CH:29][C:28](B(O)O)=[CH:27][CH:26]=2)=[O:24])[CH2:19][CH2:18]1.C(OC(O)C)C. The yield is 0.810.